From a dataset of NCI-60 drug combinations with 297,098 pairs across 59 cell lines. Regression. Given two drug SMILES strings and cell line genomic features, predict the synergy score measuring deviation from expected non-interaction effect. Drug 1: C1CCC(CC1)NC(=O)N(CCCl)N=O. Drug 2: CC1=C(C=C(C=C1)NC(=O)C2=CC=C(C=C2)CN3CCN(CC3)C)NC4=NC=CC(=N4)C5=CN=CC=C5. Cell line: HOP-92. Synergy scores: CSS=22.7, Synergy_ZIP=-7.70, Synergy_Bliss=-2.10, Synergy_Loewe=-2.26, Synergy_HSA=-1.21.